From a dataset of NCI-60 drug combinations with 297,098 pairs across 59 cell lines. Regression. Given two drug SMILES strings and cell line genomic features, predict the synergy score measuring deviation from expected non-interaction effect. (1) Drug 1: CC1=C(N=C(N=C1N)C(CC(=O)N)NCC(C(=O)N)N)C(=O)NC(C(C2=CN=CN2)OC3C(C(C(C(O3)CO)O)O)OC4C(C(C(C(O4)CO)O)OC(=O)N)O)C(=O)NC(C)C(C(C)C(=O)NC(C(C)O)C(=O)NCCC5=NC(=CS5)C6=NC(=CS6)C(=O)NCCC[S+](C)C)O. Drug 2: C1CCC(C(C1)N)N.C(=O)(C(=O)[O-])[O-].[Pt+4]. Cell line: IGROV1. Synergy scores: CSS=39.1, Synergy_ZIP=-4.97, Synergy_Bliss=5.10, Synergy_Loewe=2.33, Synergy_HSA=9.09. (2) Drug 1: CCC1=CC2CC(C3=C(CN(C2)C1)C4=CC=CC=C4N3)(C5=C(C=C6C(=C5)C78CCN9C7C(C=CC9)(C(C(C8N6C)(C(=O)OC)O)OC(=O)C)CC)OC)C(=O)OC.C(C(C(=O)O)O)(C(=O)O)O. Drug 2: CC1C(C(=O)NC(C(=O)N2CCCC2C(=O)N(CC(=O)N(C(C(=O)O1)C(C)C)C)C)C(C)C)NC(=O)C3=C4C(=C(C=C3)C)OC5=C(C(=O)C(=C(C5=N4)C(=O)NC6C(OC(=O)C(N(C(=O)CN(C(=O)C7CCCN7C(=O)C(NC6=O)C(C)C)C)C)C(C)C)C)N)C. Cell line: U251. Synergy scores: CSS=46.4, Synergy_ZIP=1.11, Synergy_Bliss=2.40, Synergy_Loewe=3.36, Synergy_HSA=2.77. (3) Drug 1: C1CC(C1)(C(=O)O)C(=O)O.[NH2-].[NH2-].[Pt+2]. Drug 2: C1=NC2=C(N=C(N=C2N1C3C(C(C(O3)CO)O)F)Cl)N. Cell line: NCI-H460. Synergy scores: CSS=2.78, Synergy_ZIP=-0.148, Synergy_Bliss=4.57, Synergy_Loewe=3.40, Synergy_HSA=3.01. (4) Drug 1: CC12CCC3C(C1CCC2=O)CC(=C)C4=CC(=O)C=CC34C. Drug 2: CCC1(CC2CC(C3=C(CCN(C2)C1)C4=CC=CC=C4N3)(C5=C(C=C6C(=C5)C78CCN9C7C(C=CC9)(C(C(C8N6C=O)(C(=O)OC)O)OC(=O)C)CC)OC)C(=O)OC)O.OS(=O)(=O)O. Cell line: SF-295. Synergy scores: CSS=47.4, Synergy_ZIP=2.73, Synergy_Bliss=3.56, Synergy_Loewe=5.21, Synergy_HSA=5.23.